From a dataset of Reaction yield outcomes from USPTO patents with 853,638 reactions. Predict the reaction yield, written as a fraction of the theoretical maximum amount of product (1.0 means a 100% yield; for example, 0.34 means a 34% yield). (1) The reactants are [N+:1]([C:4]1[CH:9]=[CH:8][CH:7]=[CH:6][CH:5]=1)([O-:3])=[O:2].Cl[CH2:11][S:12]([C:15]1[CH:20]=[CH:19][CH:18]=[CH:17][CH:16]=1)(=[O:14])=[O:13].CC([O-])(C)C.[K+].C1COCC1.C(O)(=O)C. The catalyst is C1COCC1.O. The product is [C:15]1([S:12]([CH2:11][C:5]2[CH:6]=[CH:7][CH:8]=[CH:9][C:4]=2[N+:1]([O-:3])=[O:2])(=[O:14])=[O:13])[CH:20]=[CH:19][CH:18]=[CH:17][CH:16]=1. The yield is 0.810. (2) The reactants are [NH:1]1[C:9]2[C:4](=[CH:5][CH:6]=[CH:7][CH:8]=2)[CH:3]=[CH:2]1.CB(O)O.[C:14]([O-:17])([O-])=[O:15].[K+].[K+].O1[CH2:25][CH2:24]OCC1. The catalyst is C1C=CC(P(C2C=CC=CC=2)[C-]2C=CC=C2)=CC=1.C1C=CC(P(C2C=CC=CC=2)[C-]2C=CC=C2)=CC=1.Cl[Pd]Cl.[Fe+2]. The product is [CH3:6][C:5]1[C:24]([CH3:25])=[CH:7][CH:8]=[C:9]2[C:4]=1[C:3]([C:14]([OH:17])=[O:15])=[CH:2][NH:1]2. The yield is 0.918. (3) The reactants are C([O:3][C:4](=[O:33])[CH2:5][O:6][C:7]1[CH:12]=[CH:11][CH:10]=[C:9]([NH:13][C:14](=[O:32])[C:15](=[O:31])[C:16]2[N:24]3[C:19]([CH:20]=[CH:21][CH:22]=[CH:23]3)=[CH:18][C:17]=2[C:25]2[CH:30]=[CH:29][CH:28]=[CH:27][CH:26]=2)[CH:8]=1)C.[OH-].[Li+]. The catalyst is CO.O. The product is [O:31]=[C:15]([C:16]1[N:24]2[C:19]([CH:20]=[CH:21][CH:22]=[CH:23]2)=[CH:18][C:17]=1[C:25]1[CH:30]=[CH:29][CH:28]=[CH:27][CH:26]=1)[C:14]([NH:13][C:9]1[CH:8]=[C:7]([CH:12]=[CH:11][CH:10]=1)[O:6][CH2:5][C:4]([OH:33])=[O:3])=[O:32]. The yield is 0.530. (4) The reactants are Cl[C:2]1[N:7]=[C:6]([O:8][CH2:9][C:10]2[CH:15]=[CH:14][C:13]([O:16][CH3:17])=[CH:12][CH:11]=2)[CH:5]=[CH:4][N:3]=1.[CH3:18][N:19]1[CH2:24][CH2:23][NH:22][CH2:21][CH2:20]1. The catalyst is CN(C=O)C. The product is [CH3:17][O:16][C:13]1[CH:14]=[CH:15][C:10]([CH2:9][O:8][C:6]2[CH:5]=[CH:4][N:3]=[C:2]([N:22]3[CH2:23][CH2:24][N:19]([CH3:18])[CH2:20][CH2:21]3)[N:7]=2)=[CH:11][CH:12]=1. The yield is 0.700.